The task is: Regression. Given two drug SMILES strings and cell line genomic features, predict the synergy score measuring deviation from expected non-interaction effect.. This data is from NCI-60 drug combinations with 297,098 pairs across 59 cell lines. (1) Drug 1: CN1CCC(CC1)COC2=C(C=C3C(=C2)N=CN=C3NC4=C(C=C(C=C4)Br)F)OC. Drug 2: COC1=NC(=NC2=C1N=CN2C3C(C(C(O3)CO)O)O)N. Cell line: NCI-H522. Synergy scores: CSS=20.0, Synergy_ZIP=-6.98, Synergy_Bliss=3.11, Synergy_Loewe=3.38, Synergy_HSA=3.85. (2) Drug 1: CCC(=C(C1=CC=CC=C1)C2=CC=C(C=C2)OCCN(C)C)C3=CC=CC=C3.C(C(=O)O)C(CC(=O)O)(C(=O)O)O. Drug 2: CC1CCC2CC(C(=CC=CC=CC(CC(C(=O)C(C(C(=CC(C(=O)CC(OC(=O)C3CCCCN3C(=O)C(=O)C1(O2)O)C(C)CC4CCC(C(C4)OC)O)C)C)O)OC)C)C)C)OC. Cell line: K-562. Synergy scores: CSS=2.19, Synergy_ZIP=0.384, Synergy_Bliss=2.86, Synergy_Loewe=2.94, Synergy_HSA=1.48.